From a dataset of Full USPTO retrosynthesis dataset with 1.9M reactions from patents (1976-2016). Predict the reactants needed to synthesize the given product. (1) Given the product [Cl:34][C:35]1[CH:40]=[CH:39][CH:38]=[CH:37][C:36]=1[C:2]1[CH:11]=[C:10]([C:12]([O:14][CH3:15])=[O:13])[CH:9]=[C:8]2[C:3]=1[CH2:4][N:5]([CH2:25][C:26]1[CH:27]=[CH:28][C:29]([O:32][CH3:33])=[CH:30][CH:31]=1)[C:6](=[O:24])[N:7]2[C:16]1[C:21]([Cl:22])=[CH:20][CH:19]=[CH:18][C:17]=1[Cl:23], predict the reactants needed to synthesize it. The reactants are: Br[C:2]1[CH:11]=[C:10]([C:12]([O:14][CH3:15])=[O:13])[CH:9]=[C:8]2[C:3]=1[CH2:4][N:5]([CH2:25][C:26]1[CH:31]=[CH:30][C:29]([O:32][CH3:33])=[CH:28][CH:27]=1)[C:6](=[O:24])[N:7]2[C:16]1[C:21]([Cl:22])=[CH:20][CH:19]=[CH:18][C:17]=1[Cl:23].[Cl:34][C:35]1[CH:40]=[CH:39][CH:38]=[C:37](Cl)[C:36]=1N1C2C(=C([C:36]3[CH:37]=[CH:38][CH:39]=[CH:40][C:35]=3[Cl:34])C=C(OC)C=2)CNC1=O. (2) The reactants are: [CH2:1](O)[C@H:2]1[O:7][C@H:6]([O:8][C@:9]2(CO)O[C@H](CO)[C@@H](O)[C@@H]2O)[C@H:5](O)[C@@H:4](O)[C@@H:3]1O.[C:24]([O-])(=O)[CH2:25][CH2:26][CH2:27][CH2:28][CH2:29][CH2:24][CH2:25][CH2:26][CH2:27][CH2:28][CH2:29][CH2:24][CH2:25][CH2:26][CH2:27][CH2:28][CH3:29].[Na+].OO. Given the product [C:6]([O:8][CH3:9])(=[O:7])[CH2:5][CH2:4][CH2:3][CH2:2][CH2:1][CH2:24][CH2:25][CH2:26][CH2:27][CH2:28][CH3:29], predict the reactants needed to synthesize it. (3) Given the product [CH:13]1([CH2:17][O:18][C:6]([N:44]2[CH2:43][CH2:42][CH:41]([S:40][C:39]3[N:38]=[CH:37][N:36]=[C:35]4[N:31]([C:22]5[CH:23]=[CH:24][C:25]([S:27]([CH3:30])(=[O:29])=[O:28])=[CH:26][C:21]=5[F:20])[N:32]=[CH:33][C:34]=34)[CH2:46][CH2:45]2)=[O:7])[CH2:16][CH2:15][CH2:14]1, predict the reactants needed to synthesize it. The reactants are: N1([C:6](N2C=CN=C2)=[O:7])C=CN=C1.[CH:13]1([CH2:17][OH:18])[CH2:16][CH2:15][CH2:14]1.Cl.[F:20][C:21]1[CH:26]=[C:25]([S:27]([CH3:30])(=[O:29])=[O:28])[CH:24]=[CH:23][C:22]=1[N:31]1[C:35]2=[N:36][CH:37]=[N:38][C:39]([S:40][CH:41]3[CH2:46][CH2:45][NH:44][CH2:43][CH2:42]3)=[C:34]2[CH:33]=[N:32]1.C(N(CC)CC)C.